From a dataset of Full USPTO retrosynthesis dataset with 1.9M reactions from patents (1976-2016). Predict the reactants needed to synthesize the given product. (1) Given the product [C:1]([O:5][C:6]([N:8]1[CH2:13][CH2:12][CH2:11][CH:10]([NH:47][C:50]([NH:34][C:35]2[CH:44]=[CH:43][CH:42]=[C:41]3[C:36]=2[CH:37]=[CH:38][N:39]=[CH:40]3)=[O:24])[CH2:9]1)=[O:7])([CH3:2])([CH3:3])[CH3:4], predict the reactants needed to synthesize it. The reactants are: [C:1]([O:5][C:6]([N:8]1[CH2:13][CH2:12][CH2:11][CH:10](C(O)=O)[CH2:9]1)=[O:7])([CH3:4])([CH3:3])[CH3:2].C1(P(N=[N+]=[N-])(C2C=CC=CC=2)=[O:24])C=CC=CC=1.[NH2:34][C:35]1[CH:44]=[CH:43][CH:42]=[C:41]2[C:36]=1[CH:37]=[CH:38][N:39]=[CH:40]2.C([N:47]([CH2:50]C)CC)C. (2) Given the product [OH:9][CH2:8][CH2:7][C:2]1([OH:1])[CH2:6][CH2:5][CH2:4][CH2:3]1, predict the reactants needed to synthesize it. The reactants are: [OH:1][C:2]1([CH2:7][C:8](OC(C)(C)C)=[O:9])[CH2:6][CH2:5][CH2:4][CH2:3]1.[H-].[Al+3].[Li+].[H-].[H-].[H-].